The task is: Predict which catalyst facilitates the given reaction.. This data is from Catalyst prediction with 721,799 reactions and 888 catalyst types from USPTO. (1) Reactant: Cl[C:2]1[N:3]([CH2:19][C:20]2[CH:25]=[CH:24][C:23]([C:26]3[CH:31]=[CH:30][N:29]=[CH:28][CH:27]=3)=[CH:22][CH:21]=2)[N:4]=[C:5]2[C:10]=1[C:9](=[O:11])[N:8]([CH3:12])[C:7](=[O:13])[N:6]2[CH2:14][C:15]([CH3:18])([CH3:17])[CH3:16].C(=O)([O-])[O-].[K+].[K+].[C:38]1([OH:44])[CH:43]=[CH:42][CH:41]=[CH:40][CH:39]=1.O1CCOCC1. Product: [CH3:12][N:8]1[C:9](=[O:11])[C:10]2=[C:2]([O:44][C:38]3[CH:43]=[CH:42][CH:41]=[CH:40][CH:39]=3)[N:3]([CH2:19][C:20]3[CH:25]=[CH:24][C:23]([C:26]4[CH:31]=[CH:30][N:29]=[CH:28][CH:27]=4)=[CH:22][CH:21]=3)[N:4]=[C:5]2[N:6]([CH2:14][C:15]([CH3:18])([CH3:16])[CH3:17])[C:7]1=[O:13]. The catalyst class is: 3. (2) Reactant: [CH2:1]([C:3]1[CH:8]=[CH:7][CH:6]=[C:5]([CH2:9][CH3:10])[C:4]=1[C:11]1[O:12][C:13]([CH:22]=[O:23])=[C:14]([C:16]2[CH:21]=[CH:20][CH:19]=[CH:18][CH:17]=2)[N:15]=1)[CH3:2].[BH4-].[Na+]. Product: [CH2:1]([C:3]1[CH:8]=[CH:7][CH:6]=[C:5]([CH2:9][CH3:10])[C:4]=1[C:11]1[O:12][C:13]([CH2:22][OH:23])=[C:14]([C:16]2[CH:21]=[CH:20][CH:19]=[CH:18][CH:17]=2)[N:15]=1)[CH3:2]. The catalyst class is: 5. (3) Reactant: [CH3:1][O:2][C:3]1[CH:38]=[C:37]([O:39][CH3:40])[CH:36]=[CH:35][C:4]=1[CH2:5][N:6]([C:30]1[S:31][CH:32]=[CH:33][N:34]=1)[S:7]([C:10]1[CH:11]=[C:12]2[C:17](=[CH:18][CH:19]=1)[C:16]([C:20]1[CH:25]=[CH:24][C:23]([F:26])=[CH:22][C:21]=1[O:27][CH3:28])=[N:15][CH:14]=[C:13]2[OH:29])(=[O:9])=[O:8].[F:41][C:42]([F:61])([F:60])[S:43](N(C1C=CC=CC=1)[S:43]([C:42]([F:61])([F:60])[F:41])(=[O:45])=[O:44])(=[O:45])=[O:44].C(N(CC)CC)C. Product: [F:41][C:42]([F:61])([F:60])[S:43]([O:29][C:13]1[C:12]2[C:17](=[CH:18][CH:19]=[C:10]([S:7](=[O:8])(=[O:9])[N:6]([CH2:5][C:4]3[CH:35]=[CH:36][C:37]([O:39][CH3:40])=[CH:38][C:3]=3[O:2][CH3:1])[C:30]3[S:31][CH:32]=[CH:33][N:34]=3)[CH:11]=2)[C:16]([C:20]2[CH:25]=[CH:24][C:23]([F:26])=[CH:22][C:21]=2[O:27][CH3:28])=[N:15][CH:14]=1)(=[O:45])=[O:44]. The catalyst class is: 2. (4) The catalyst class is: 3. Product: [Br:16][C:5]1[C:4]([CH:7]=[O:8])=[N:3][N:2]([CH3:1])[CH:6]=1. Reactant: [CH3:1][N:2]1[CH:6]=[CH:5][C:4]([CH:7]=[O:8])=[N:3]1.C1C(=O)N([Br:16])C(=O)C1.